Predict the reactants needed to synthesize the given product. From a dataset of Full USPTO retrosynthesis dataset with 1.9M reactions from patents (1976-2016). (1) Given the product [Cl:59][C:53]1[C:52]([CH3:60])=[C:51]([N:44]2[CH2:43][C@H:42]3[N:46]([CH2:47][CH2:48][C@H:41]3[OH:40])[S:45]2(=[O:49])=[O:50])[CH:58]=[CH:57][C:54]=1[C:55]#[N:56], predict the reactants needed to synthesize it. The reactants are: COC([C@@H]1[C@H](O)CCN1C(OC(C)(C)C)=O)=O.C(OC(N1CC[C@H](O[Si](C(C)(C)C)(C)C)[C@H]1CO)=O)(C)(C)C.[OH:40][C@H:41]1[CH2:48][CH2:47][N:46]2[C@@H:42]1[CH2:43][N:44]([C:51]1[CH:58]=[CH:57][C:54]([C:55]#[N:56])=[C:53]([Cl:59])[C:52]=1[CH3:60])[S:45]2(=[O:50])=[O:49]. (2) Given the product [C:5]1([CH:3]([OH:4])[CH2:2][OH:1])[CH:10]=[CH:9][CH:8]=[CH:7][CH:6]=1, predict the reactants needed to synthesize it. The reactants are: [OH:1][CH2:2][C:3]([C:5]1[CH:10]=[CH:9][CH:8]=[CH:7][CH:6]=1)=[O:4].[H][H]. (3) Given the product [CH:1]1([C:4]2[CH:5]=[CH:6][CH:7]=[C:8]3[C:13]=2[N:12]=[C:11]([C:14]([OH:16])=[O:15])[CH:10]=[C:9]3[O:18][CH3:19])[CH2:2][CH2:3]1, predict the reactants needed to synthesize it. The reactants are: [CH:1]1([C:4]2[CH:5]=[CH:6][CH:7]=[C:8]3[C:13]=2[N:12]=[C:11]([C:14]([O:16]C)=[O:15])[CH:10]=[C:9]3[O:18][CH3:19])[CH2:3][CH2:2]1.C1COCC1.[OH-].[Na+]. (4) Given the product [CH:1]([O:4][C:5]([N:7]1[CH2:12][CH2:11][CH:10]([O:13][C:14]2[C:19]([CH3:20])=[C:18]([O:30][C:24]3[CH:25]=[CH:26][C:27]([F:29])=[CH:28][C:23]=3[F:22])[N:17]=[CH:16][N:15]=2)[CH2:9][CH2:8]1)=[O:6])([CH3:3])[CH3:2], predict the reactants needed to synthesize it. The reactants are: [CH:1]([O:4][C:5]([N:7]1[CH2:12][CH2:11][CH:10]([O:13][C:14]2[C:19]([CH3:20])=[C:18](Cl)[N:17]=[CH:16][N:15]=2)[CH2:9][CH2:8]1)=[O:6])([CH3:3])[CH3:2].[F:22][C:23]1[CH:28]=[C:27]([F:29])[CH:26]=[CH:25][C:24]=1[OH:30].C(=O)([O-])[O-].[K+].[K+]. (5) The reactants are: [CH3:1][C:2]1[CH:7]=[C:6]([N:8]2[CH2:12][CH2:11][CH:10]([N:13]3[CH2:17][CH2:16][CH2:15][CH:14]3[CH3:18])[CH2:9]2)[CH:5]=[CH:4][C:3]=1[NH2:19].[CH3:20][O:21][C:22]1[CH:23]=[CH:24][C:25]2[O:29][C:28]([C:30](O)=[O:31])=[CH:27][C:26]=2[CH:33]=1. Given the product [CH3:1][C:2]1[CH:7]=[C:6]([N:8]2[CH2:12][CH2:11][CH:10]([N:13]3[CH2:17][CH2:16][CH2:15][CH:14]3[CH3:18])[CH2:9]2)[CH:5]=[CH:4][C:3]=1[NH:19][C:30]([C:28]1[O:29][C:25]2[CH:24]=[CH:23][C:22]([O:21][CH3:20])=[CH:33][C:26]=2[CH:27]=1)=[O:31], predict the reactants needed to synthesize it. (6) The reactants are: [CH3:1][C:2]1([C:8]([O:10][CH2:11][CH3:12])=[O:9])[CH2:7][CH2:6][CH2:5][NH:4][CH2:3]1.F[C:14]1[CH:19]=[CH:18][C:17]([N+:20]([O-:22])=[O:21])=[CH:16][CH:15]=1. Given the product [CH3:1][C:2]1([C:8]([O:10][CH2:11][CH3:12])=[O:9])[CH2:7][CH2:6][CH2:5][N:4]([C:14]2[CH:19]=[CH:18][C:17]([N+:20]([O-:22])=[O:21])=[CH:16][CH:15]=2)[CH2:3]1, predict the reactants needed to synthesize it. (7) Given the product [CH2:3]([O:5][C:6]([C:8]1[N:9]([CH2:18][C:19]2[CH:26]=[CH:25][CH:24]=[C:21]([CH3:22])[CH:20]=2)[C:10]2[C:15]([CH:16]=1)=[CH:14][C:13]([Cl:17])=[CH:12][CH:11]=2)=[O:7])[CH3:4], predict the reactants needed to synthesize it. The reactants are: [H-].[Na+].[CH2:3]([O:5][C:6]([C:8]1[NH:9][C:10]2[C:15]([CH:16]=1)=[CH:14][C:13]([Cl:17])=[CH:12][CH:11]=2)=[O:7])[CH3:4].[CH3:18][C:19]1[CH:20]=[C:21]([CH:24]=[CH:25][CH:26]=1)[CH2:22]Br.O. (8) Given the product [F:1][C:2]1[CH:7]=[C:6]([CH:5]=[CH:4][C:3]=1[N:12]1[CH2:16][CH2:15][CH2:14][CH2:13]1)[CH2:8][NH:9][C:10]([NH:27][C:22]1[CH:23]=[CH:24][CH:25]=[C:26]2[C:21]=1[CH:20]=[N:19][N:18]2[CH3:17])=[O:11], predict the reactants needed to synthesize it. The reactants are: [F:1][C:2]1[CH:7]=[C:6]([CH2:8][N:9]=[C:10]=[O:11])[CH:5]=[CH:4][C:3]=1[N:12]1[CH2:16][CH2:15][CH2:14][CH2:13]1.[CH3:17][N:18]1[C:26]2[CH:25]=[CH:24][CH:23]=[C:22]([NH2:27])[C:21]=2[CH:20]=[N:19]1.N1C2C=CC=C(N)C=2C=N1. (9) Given the product [NH2:25][C:26]1[C:27]([C:36]([NH:44][C@H:43]([C:45]([O:47][CH3:48])=[O:46])[CH2:42][CH2:41][CH:40]([CH3:49])[CH3:39])=[O:38])=[CH:28][C:29]2[C:34]([CH:35]=1)=[CH:33][CH:32]=[CH:31][CH:30]=2, predict the reactants needed to synthesize it. The reactants are: CN(C(ON1N=NC2C=CC=NC1=2)=[N+](C)C)C.F[P-](F)(F)(F)(F)F.[NH2:25][C:26]1[C:27]([C:36]([OH:38])=O)=[CH:28][C:29]2[C:34]([CH:35]=1)=[CH:33][CH:32]=[CH:31][CH:30]=2.[CH3:39][CH:40]([CH3:49])[CH2:41][CH2:42][C@@H:43]([C:45]([O:47][CH3:48])=[O:46])[NH2:44].C(N(C(C)C)CC)(C)C.